Dataset: Reaction yield outcomes from USPTO patents with 853,638 reactions. Task: Predict the reaction yield, written as a fraction of the theoretical maximum amount of product (1.0 means a 100% yield; for example, 0.34 means a 34% yield). (1) The reactants are [C:1]([C:4]1[CH:5]=[C:6]2[C:11](=[O:12])[O:10][C:8](=O)[C:7]2=[CH:13][CH:14]=1)([OH:3])=[O:2].[NH2:15][CH2:16][C:17]1[CH:25]=[CH:24][C:20]([C:21]([OH:23])=[O:22])=[CH:19][CH:18]=1. No catalyst specified. The product is [C:1]([C:4]1[CH:5]=[C:6]2[C:11](=[O:12])[N:15]([CH2:16][C:17]3[CH:18]=[CH:19][C:20]([C:21]([OH:23])=[O:22])=[CH:24][CH:25]=3)[C:8](=[O:10])[C:7]2=[CH:13][CH:14]=1)([OH:3])=[O:2]. The yield is 0.790. (2) The reactants are Cl[C:2]1[N:28]=[CH:27][C:5]2[C:6]3[N:10]([CH2:11][CH2:12][O:13][C:4]=2[CH:3]=1)[CH:9]=[C:8]([C:14]1[N:15]([C:19]2[CH:24]=[CH:23][C:22]([F:25])=[CH:21][C:20]=2[F:26])[N:16]=[CH:17][N:18]=1)[N:7]=3.[NH:29]1[CH2:36][CH2:35][CH2:34][C@H:30]1[C:31]([NH2:33])=[O:32].C(N(CC)CC)C.[NH4+].[Cl-]. The catalyst is CN1CCCC1=O.ClCCl. The product is [F:26][C:20]1[CH:21]=[C:22]([F:25])[CH:23]=[CH:24][C:19]=1[N:15]1[C:14]([C:8]2[N:7]=[C:6]3[C:5]4[CH:27]=[N:28][C:2]([N:29]5[CH2:36][CH2:35][CH2:34][C@H:30]5[C:31]([NH2:33])=[O:32])=[CH:3][C:4]=4[O:13][CH2:12][CH2:11][N:10]3[CH:9]=2)=[N:18][CH:17]=[N:16]1. The yield is 0.390. (3) The reactants are [NH2:1][C@@H:2]([C:16]1[CH:21]=[CH:20][C:19]([F:22])=[C:18]([F:23])[CH:17]=1)[CH2:3][CH2:4][C:5]1[C:6](=[O:15])[N:7]([CH2:13][CH3:14])[C:8](=[O:12])[NH:9][C:10]=1Cl.C([O-])([O-])=O.[K+].[K+]. The catalyst is CCCCO. The product is [F:23][C:18]1[CH:17]=[C:16]([C@@H:2]2[NH:1][C:10]3[NH:9][C:8](=[O:12])[N:7]([CH2:13][CH3:14])[C:6](=[O:15])[C:5]=3[CH2:4][CH2:3]2)[CH:21]=[CH:20][C:19]=1[F:22]. The yield is 0.410. (4) The reactants are [C:1]([C:4]1[C:11]([OH:12])=[CH:10][C:7]([C:8]#[N:9])=[C:6]([Cl:13])[CH:5]=1)(=[O:3])[CH3:2].[I:14]N1C(=O)CCC1=O. The catalyst is C(O)(=O)C. The product is [C:1]([C:4]1[CH:5]=[C:6]([Cl:13])[C:7]([C:8]#[N:9])=[C:10]([I:14])[C:11]=1[OH:12])(=[O:3])[CH3:2]. The yield is 0.660. (5) The reactants are [CH2:1]1[S:6](=[O:8])(=[O:7])[O:5][CH2:4][CH2:3][CH2:2]1.[C:9]1([CH:16]=[CH:15][C:13]([OH:14])=[CH:12][CH:11]=1)[OH:10].[OH-:17].[Na+:18]. The catalyst is O1CCOCC1. The product is [C:13]1([O:14][CH2:4][CH2:3][CH2:2][CH2:1][S:6]([O-:7])(=[O:5])=[O:17])[CH:15]=[CH:16][C:9]([O:10][CH2:4][CH2:3][CH2:2][CH2:1][S:6]([O-:5])(=[O:8])=[O:7])=[CH:11][CH:12]=1.[Na+:18].[Na+:18]. The yield is 0.800. (6) The yield is 0.450. The reactants are [N+:1]([C:4]1[CH:9]=[CH:8][CH:7]=[CH:6][C:5]=1[NH:10][CH:11]([CH2:15][S:16]([CH2:19][C:20]1[CH:25]=[CH:24][CH:23]=[CH:22][CH:21]=1)(=[O:18])=[O:17])[C:12](O)=[O:13])([O-:3])=[O:2].C1C=CC2N(O)N=NC=2C=1.C(Cl)CCl.[NH2:40][CH:41]([CH2:53][CH3:54])[C@@H:42]([C:44]1[O:45][C:46]2[CH:52]=[CH:51][CH:50]=[CH:49][C:47]=2[N:48]=1)[OH:43].CN1CCOCC1. The product is [O:45]1[C:46]2[CH:52]=[CH:51][CH:50]=[CH:49][C:47]=2[N:48]=[C:44]1[CH:42]([C@@H:41]([NH:40][C:12](=[O:13])[C@@H:11]([NH:10][C:5]1[CH:6]=[CH:7][CH:8]=[CH:9][C:4]=1[N+:1]([O-:3])=[O:2])[CH2:15][S:16]([CH2:19][C:20]1[CH:25]=[CH:24][CH:23]=[CH:22][CH:21]=1)(=[O:18])=[O:17])[CH2:53][CH3:54])[OH:43]. The catalyst is ClCCl. (7) The reactants are CN(C=O)C.[Cl:6][C:7]1[CH:12]=[C:11]([N+]([O-])=O)[CH:10]=[CH:9][N:8]=1.[CH3:16][O:17][C:18]1[CH:19]=[C:20]([CH2:26][CH2:27][OH:28])[CH:21]=[CH:22][C:23]=1[O:24][CH3:25].[H-].[Na+]. The catalyst is O. The product is [Cl:6][C:7]1[CH:12]=[C:11]([O:28][CH2:27][CH2:26][C:20]2[CH:21]=[CH:22][C:23]([O:24][CH3:25])=[C:18]([O:17][CH3:16])[CH:19]=2)[CH:10]=[CH:9][N:8]=1. The yield is 1.00.